Dataset: Forward reaction prediction with 1.9M reactions from USPTO patents (1976-2016). Task: Predict the product of the given reaction. (1) Given the reactants C(OC([N:8]1[CH2:12][C@@H:11]([CH2:13][N:14]([CH:31]([CH3:33])[CH3:32])[C:15](=[O:30])[C:16]2[CH:21]=[CH:20][C:19]([O:22][CH3:23])=[C:18]([O:24][CH2:25][CH2:26][CH2:27][O:28][CH3:29])[CH:17]=2)[C@H:10]([CH2:34][CH2:35][C:36](=[O:47])[N:37]([CH2:40][C:41]2[CH:46]=[CH:45][CH:44]=[CH:43][CH:42]=2)[CH2:38][CH3:39])[CH2:9]1)=O)(C)(C)C.CC#N.O, predict the reaction product. The product is: [CH2:40]([N:37]([CH2:38][CH3:39])[C:36]([CH2:35][CH2:34][C@@H:10]1[CH2:9][NH:8][CH2:12][C@H:11]1[CH2:13][N:14]([CH:31]([CH3:32])[CH3:33])[C:15](=[O:30])[C:16]1[CH:21]=[CH:20][C:19]([O:22][CH3:23])=[C:18]([O:24][CH2:25][CH2:26][CH2:27][O:28][CH3:29])[CH:17]=1)=[O:47])[C:41]1[CH:46]=[CH:45][CH:44]=[CH:43][CH:42]=1. (2) Given the reactants [NH2:1][C:2]1[CH:7]=[CH:6][C:5]([C:8]2[N:13]=[C:12]([NH2:14])[N:11]=[C:10]([NH:15][CH3:16])[CH:9]=2)=[CH:4][CH:3]=1.C(N(CC)CC)C.[C:24](Cl)(=[O:27])[CH:25]=[CH2:26], predict the reaction product. The product is: [NH2:14][C:12]1[N:13]=[C:8]([C:5]2[CH:4]=[CH:3][C:2]([NH:1][C:24](=[O:27])[CH:25]=[CH2:26])=[CH:7][CH:6]=2)[CH:9]=[C:10]([NH:15][CH3:16])[N:11]=1. (3) Given the reactants [NH:1]1[CH2:6][CH2:5][CH:4]([NH:7][C:8](=[O:14])[O:9][C:10]([CH3:13])([CH3:12])[CH3:11])[CH2:3][CH2:2]1.[CH3:15][O:16][C:17](=[O:20])[CH2:18]Br.C([O-])([O-])=O.[K+].[K+].O, predict the reaction product. The product is: [C:10]([O:9][C:8]([NH:7][CH:4]1[CH2:3][CH2:2][N:1]([CH2:18][C:17]([O:16][CH3:15])=[O:20])[CH2:6][CH2:5]1)=[O:14])([CH3:11])([CH3:13])[CH3:12].